From a dataset of Full USPTO retrosynthesis dataset with 1.9M reactions from patents (1976-2016). Predict the reactants needed to synthesize the given product. (1) Given the product [F:24][C:2]([F:1])([F:25])[O:3][C:4]1[CH:23]=[CH:22][C:7]([O:8][CH2:9][C@@H:10]2[CH2:14][CH2:13][CH2:12][NH:11]2)=[CH:6][CH:5]=1, predict the reactants needed to synthesize it. The reactants are: [F:1][C:2]([F:25])([F:24])[O:3][C:4]1[CH:23]=[CH:22][C:7]([O:8][CH2:9][C@@H:10]2[CH2:14][CH2:13][CH2:12][N:11]2C(OC(C)(C)C)=O)=[CH:6][CH:5]=1.FC(F)(F)C(O)=O. (2) Given the product [CH3:23][N:2]1[C:3](/[C:4](=[N:11]\[O:12][CH2:13][N:14]2[CH:18]=[CH:17][C:16]([N+:19]([O-:21])=[O:20])=[N:15]2)/[C:5]2[CH:10]=[CH:9][CH:8]=[CH:7][CH:6]=2)=[N:22][C:24](=[O:25])[O:1]1, predict the reactants needed to synthesize it. The reactants are: [OH:1][N:2]([CH3:23])[C:3](=[NH:22])/[C:4](=[N:11]\[O:12][CH2:13][N:14]1[CH:18]=[CH:17][C:16]([N+:19]([O-:21])=[O:20])=[N:15]1)/[C:5]1[CH:10]=[CH:9][CH:8]=[CH:7][CH:6]=1.[C:24](N1C=CN=C1)(N1C=CN=C1)=[O:25]. (3) Given the product [C:1]([O:5][C:6]([N:8]1[CH2:13][CH2:12][CH:11]([O:14][CH2:15][C:16](=[O:18])[NH2:21])[CH2:10][CH2:9]1)=[O:7])([CH3:4])([CH3:3])[CH3:2], predict the reactants needed to synthesize it. The reactants are: [C:1]([O:5][C:6]([N:8]1[CH2:13][CH2:12][CH:11]([O:14][CH2:15][C:16]([OH:18])=O)[CH2:10][CH2:9]1)=[O:7])([CH3:4])([CH3:3])[CH3:2].C([N:21](CC)CC)C.C(OC(Cl)=O)C(C)C.N.